This data is from Full USPTO retrosynthesis dataset with 1.9M reactions from patents (1976-2016). The task is: Predict the reactants needed to synthesize the given product. (1) Given the product [CH3:23][O:22][C:19]1[CH:20]=[CH:21][C:16]([N:13]2[CH:14]=[C:10]([C:7]3[CH:8]=[CH:9][C:4]([O:3][CH3:2])=[CH:5][CH:6]=3)[N:11]=[CH:12]2)=[CH:17][CH:18]=1, predict the reactants needed to synthesize it. The reactants are: [I-].[CH3:2][O:3][C:4]1[CH:9]=[CH:8][C:7]([C:10]2[N:11]=[CH:12][NH:13][CH:14]=2)=[CH:6][CH:5]=1.I[C:16]1[CH:21]=[CH:20][C:19]([O:22][CH3:23])=[CH:18][CH:17]=1.C(=O)([O-])[O-].[Cs+].[Cs+]. (2) Given the product [ClH:15].[Cl:15][CH2:10][C:5]1[C:4]([CH3:12])=[C:3]([O:2][CH3:1])[C:8]([CH3:9])=[CH:7][N:6]=1, predict the reactants needed to synthesize it. The reactants are: [CH3:1][O:2][C:3]1[C:8]([CH3:9])=[CH:7][N:6]=[C:5]([CH2:10]O)[C:4]=1[CH3:12].S(Cl)([Cl:15])=O. (3) Given the product [F:31][C:30]([F:33])([F:32])[C:28]([OH:34])=[O:29].[CH3:1][O:2][C:3](=[O:27])[C@@H:4]([NH:14][C:15](=[O:26])[C@@H:16]([NH2:18])[CH3:17])[CH2:5][C:6]1[CH:7]=[CH:8][C:9]([O:12][CH3:13])=[CH:10][CH:11]=1, predict the reactants needed to synthesize it. The reactants are: [CH3:1][O:2][C:3](=[O:27])[C@@H:4]([NH:14][C:15](=[O:26])[C@@H:16]([NH:18]C(OC(C)(C)C)=O)[CH3:17])[CH2:5][C:6]1[CH:11]=[CH:10][C:9]([O:12][CH3:13])=[CH:8][CH:7]=1.[C:28]([OH:34])([C:30]([F:33])([F:32])[F:31])=[O:29]. (4) Given the product [O:4]1[CH2:5][CH2:6][N:1]([CH:8]([CH2:9][C:10]([OH:16])=[O:11])[C:7]([OH:12])=[O:13])[CH2:2][CH2:3]1, predict the reactants needed to synthesize it. The reactants are: [NH:1]1[CH2:6][CH2:5][O:4][CH2:3][CH2:2]1.[C:7]1(=[O:13])[O:12][C:10](=[O:11])[CH2:9][CH2:8]1.C(OCC)(=[O:16])C. (5) Given the product [Cl:1][C:2]([C:7]([CH3:10])([CH3:9])[CH3:8])=[CH:3][C:4]([O:6][CH3:16])=[O:5], predict the reactants needed to synthesize it. The reactants are: [Cl:1][C:2]([C:7]([CH3:10])([CH3:9])[CH3:8])=[CH:3][C:4]([OH:6])=[O:5].S(Cl)(Cl)=O.O.[CH3:16]O. (6) Given the product [I:15][C:10]1[CH:11]=[C:12]([O:13][CH3:14])[C:5]([O:4][CH:1]([CH3:3])[CH3:2])=[CH:6][C:7]=1[CH:8]=[O:9], predict the reactants needed to synthesize it. The reactants are: [CH:1]([O:4][C:5]1[CH:6]=[C:7]([CH:10]=[CH:11][C:12]=1[O:13][CH3:14])[CH:8]=[O:9])([CH3:3])[CH3:2].[I:15]I. (7) Given the product [Cl:3][C:4]1[C:13]2[N:14]=[CH:15][N:16]([CH2:17][C:18]([CH3:21])([O:20][CH2:23][CH2:22][S:24]([CH3:27])(=[O:26])=[O:25])[CH3:19])[C:12]=2[C:11]2[CH:10]=[CH:9][CH:8]=[CH:7][C:6]=2[N:5]=1, predict the reactants needed to synthesize it. The reactants are: [H-].[Na+].[Cl:3][C:4]1[C:13]2[N:14]=[CH:15][N:16]([CH2:17][C:18]([CH3:21])([OH:20])[CH3:19])[C:12]=2[C:11]2[CH:10]=[CH:9][CH:8]=[CH:7][C:6]=2[N:5]=1.[CH:22]([S:24]([CH3:27])(=[O:26])=[O:25])=[CH2:23].